This data is from Reaction yield outcomes from USPTO patents with 853,638 reactions. The task is: Predict the reaction yield, written as a fraction of the theoretical maximum amount of product (1.0 means a 100% yield; for example, 0.34 means a 34% yield). (1) The reactants are [C:1]([C:4]1[S:5][C:6](Cl)=[CH:7][CH:8]=1)(=O)[CH3:2].[Cl:10][C:11]1[S:15][C:14]([C:16]([CH2:18][C:19]#[N:20])=[O:17])=[CH:13][CH:12]=1.C1(=O)CCCCC1.N1CCOCC1.[S]. No catalyst specified. The product is [NH2:20][C:19]1[S:5][C:6]2[CH2:2][CH2:1][CH2:4][CH2:8][C:7]=2[C:18]=1[C:16]([C:14]1[S:15][C:11]([Cl:10])=[CH:12][CH:13]=1)=[O:17]. The yield is 0.760. (2) The reactants are [CH:1]1[C:6]2[CH2:7][C@H:8]3[N:13]([CH2:14]C4CC4)[CH2:12][CH2:11][C@:10]45[C@H:18]([C:20]([CH2:22][CH2:23][C@@:9]34O)=[O:21])[O:19][C:4]([C:5]=25)=[C:3]([OH:25])[CH:2]=1.Cl.C1C=C(Cl)C=C(C(OO)=[O:35])C=1. The catalyst is C(Cl)Cl. The product is [CH3:14][N+:13]1([O-:35])[CH2:12][CH2:11][C@:10]23[C:5]4[C:4]5[O:19][C@H:18]2[C:20](=[O:21])[CH2:22][CH2:23][C@H:9]3[C@H:8]1[CH2:7][C:6]=4[CH:1]=[CH:2][C:3]=5[OH:25]. The yield is 0.870. (3) The reactants are C1(P(C2C=CC=CC=2)C2C=CC=CC=2)C=CC=CC=1.[N:20]1[CH:25]=[CH:24][CH:23]=[N:22][C:21]=1[O:26][CH2:27][CH2:28]O.[C:30]([O:34][C:35](=[O:62])[NH:36][S:37]([C:40]1[CH:45]=[CH:44][C:43]([N:46]2[C:50]([C:51]3[CH:56]=[CH:55][C:54]([CH3:57])=[CH:53][CH:52]=3)=[CH:49][C:48]([C:58]([F:61])([F:60])[F:59])=[N:47]2)=[CH:42][CH:41]=1)(=[O:39])=[O:38])([CH3:33])([CH3:32])[CH3:31].N(C(OCC)=O)=NC(OCC)=O. The catalyst is C1COCC1. The product is [C:30]([O:34][C:35](=[O:62])[N:36]([S:37]([C:40]1[CH:41]=[CH:42][C:43]([N:46]2[C:50]([C:51]3[CH:52]=[CH:53][C:54]([CH3:57])=[CH:55][CH:56]=3)=[CH:49][C:48]([C:58]([F:60])([F:61])[F:59])=[N:47]2)=[CH:44][CH:45]=1)(=[O:38])=[O:39])[CH2:28][CH2:27][O:26][C:21]1[N:20]=[CH:25][CH:24]=[CH:23][N:22]=1)([CH3:33])([CH3:31])[CH3:32]. The yield is 0.510. (4) The reactants are [F:1][C:2]1[C:7]([F:8])=[CH:6][N:5]=[C:4]2[NH:9][CH:10]=[CH:11][C:3]=12.[N+:12]([O-])([OH:14])=[O:13]. The catalyst is O. The product is [F:1][C:2]1[C:7]([F:8])=[CH:6][N:5]=[C:4]2[NH:9][CH:10]=[C:11]([N+:12]([O-:14])=[O:13])[C:3]=12. The yield is 0.800. (5) The reactants are [CH2:1]([O:8][C:9]1[CH:14]=[CH:13][C:12]([N:15]([CH2:22][CH:23]=[C:24]([CH3:26])[CH3:25])[CH:16]2[CH2:21][CH2:20][NH:19][CH2:18][CH2:17]2)=[CH:11][CH:10]=1)[C:2]1[CH:7]=[CH:6][CH:5]=[CH:4][CH:3]=1.CCN(C(C)C)C(C)C.O.C([NH:44][C@H:45]([C:50](O)=[O:51])[CH2:46][CH:47]([CH3:49])[CH3:48])(OC(C)(C)C)=O.CN(C(ON1N=NC2C=CC=CC1=2)=[N+](C)C)C.F[P-](F)(F)(F)(F)F. The catalyst is CCOC(C)=O.CN(C=O)C. The product is [NH2:44][C@@H:45]([CH2:46][CH:47]([CH3:49])[CH3:48])[C:50]([N:19]1[CH2:20][CH2:21][CH:16]([N:15]([C:12]2[CH:13]=[CH:14][C:9]([O:8][CH2:1][C:2]3[CH:3]=[CH:4][CH:5]=[CH:6][CH:7]=3)=[CH:10][CH:11]=2)[CH2:22][CH:23]=[C:24]([CH3:26])[CH3:25])[CH2:17][CH2:18]1)=[O:51]. The yield is 0.710. (6) The reactants are [NH2:1][C:2]1[C:11]([C:12]([O:14][CH2:15][CH:16]=[CH2:17])=[O:13])=[C:5]2[NH:6][C:7](=[O:10])[CH:8]=[CH:9][N:4]2[N:3]=1.N1C[CH2:20][CH2:21][N:22]2[CH2:28]CCCC[C:23]=12.N1(O[P+](N2CCCC2)(N2CCCC2)N2CCCC2)C2C=CC=CC=2N=N1.CN(C)CCO.C(=O)([O-])[O-].[Cs+].[Cs+]. The catalyst is CC#N. The product is [NH2:1][C:2]1[C:11]([C:12]([O:14][CH2:15][CH:16]=[CH2:17])=[O:13])=[C:5]2[N:6]=[C:7]([O:10][CH2:20][CH2:21][N:22]([CH3:28])[CH3:23])[CH:8]=[CH:9][N:4]2[N:3]=1. The yield is 0.350. (7) The catalyst is C1COCC1.CCO.O. The product is [Cl:15][C:11]1[CH:12]=[C:13]2[C:8](=[C:9]([CH2:16][N:17]3[CH2:22][CH2:21][O:20][CH2:19][CH2:18]3)[CH:10]=1)[NH:7][C:6]([C:4]([OH:5])=[O:3])=[CH:14]2. The yield is 0.250. The reactants are C([O:3][C:4]([C:6]1[NH:7][C:8]2[C:13]([CH:14]=1)=[CH:12][C:11]([Cl:15])=[CH:10][C:9]=2[CH2:16][N:17]1[CH2:22][CH2:21][O:20][CH2:19][CH2:18]1)=[O:5])C.O[Li].O.Cl.